From a dataset of Catalyst prediction with 721,799 reactions and 888 catalyst types from USPTO. Predict which catalyst facilitates the given reaction. (1) Reactant: CC1(C)C(C)(C)OB([C:9]2[CH:26]=[CH:25][C:12]3[CH2:13][CH2:14][N:15]([C:18]([O:20][C:21]([CH3:24])([CH3:23])[CH3:22])=[O:19])[CH2:16][CH2:17][C:11]=3[CH:10]=2)O1.Br[C:29]1[S:33][C:32]([C:34]2[CH:35]=[CH:36][C:37]([O:42][CH:43]([CH3:45])[CH3:44])=[C:38]([CH:41]=2)[C:39]#[N:40])=[N:31][N:30]=1.P([O-])([O-])([O-])=O.[K+].[K+].[K+]. Product: [C:39]([C:38]1[CH:41]=[C:34]([C:32]2[S:33][C:29]([C:9]3[CH:26]=[CH:25][C:12]4[CH2:13][CH2:14][N:15]([C:18]([O:20][C:21]([CH3:23])([CH3:22])[CH3:24])=[O:19])[CH2:16][CH2:17][C:11]=4[CH:10]=3)=[N:30][N:31]=2)[CH:35]=[CH:36][C:37]=1[O:42][CH:43]([CH3:45])[CH3:44])#[N:40]. The catalyst class is: 339. (2) Reactant: CO[C:3]([CH2:5][CH:6]([NH:16][C:17]([CH3:24])=[CH:18][C:19]([O:21][CH2:22][CH3:23])=[O:20])[CH2:7][C:8]1[C:13]([Cl:14])=[CH:12][CH:11]=[CH:10][C:9]=1[Cl:15])=[O:4].CC(C)([O-])C.[K+]. Product: [Cl:14][C:13]1[CH:12]=[CH:11][CH:10]=[C:9]([Cl:15])[C:8]=1[CH2:7][CH:6]1[NH:16][C:17]([CH3:24])=[C:18]([C:19]([O:21][CH2:22][CH3:23])=[O:20])[C:3](=[O:4])[CH2:5]1. The catalyst class is: 7. (3) Reactant: [Cl:1][C:2]1[C:3]2[CH:17]=[C:16]([CH2:18][CH3:19])[NH:15][C:4]=2[N:5]=[C:6]([S:8][C:9]2[CH:10]=[N:11][CH:12]=[CH:13][CH:14]=2)[N:7]=1.[Cl-].[Al+3].[Cl-].[Cl-].[C:24](Cl)(=[O:26])[CH3:25]. Product: [Cl:1][C:2]1[C:3]2[C:17]([C:24](=[O:26])[CH3:25])=[C:16]([CH2:18][CH3:19])[NH:15][C:4]=2[N:5]=[C:6]([S:8][C:9]2[CH:10]=[N:11][CH:12]=[CH:13][CH:14]=2)[N:7]=1. The catalyst class is: 4.